Dataset: Peptide-MHC class I binding affinity with 185,985 pairs from IEDB/IMGT. Task: Regression. Given a peptide amino acid sequence and an MHC pseudo amino acid sequence, predict their binding affinity value. This is MHC class I binding data. (1) The peptide sequence is HSNLTETFR. The MHC is HLA-A03:01 with pseudo-sequence HLA-A03:01. The binding affinity (normalized) is 0.564. (2) The peptide sequence is RYRRLIQIL. The MHC is HLA-B08:01 with pseudo-sequence HLA-B08:01. The binding affinity (normalized) is 0.0847.